From a dataset of Full USPTO retrosynthesis dataset with 1.9M reactions from patents (1976-2016). Predict the reactants needed to synthesize the given product. (1) Given the product [C:37]([N:9]1[C:10]2[C:5](=[CH:4][C:3]([C:1]#[N:2])=[CH:12][CH:11]=2)[C@H:6]([NH:17][C:18](=[O:27])[O:19][CH2:20][C:21]2[CH:26]=[CH:25][CH:24]=[CH:23][CH:22]=2)[C@@H:7]([CH3:16])[C@@H:8]1[CH:13]1[CH2:15][CH2:14]1)(=[O:39])[CH3:38], predict the reactants needed to synthesize it. The reactants are: [C:1]([C:3]1[CH:4]=[C:5]2[C:10](=[CH:11][CH:12]=1)[NH:9][C@@H:8]([CH:13]1[CH2:15][CH2:14]1)[C@H:7]([CH3:16])[C@H:6]2[NH:17][C:18](=[O:27])[O:19][CH2:20][C:21]1[CH:26]=[CH:25][CH:24]=[CH:23][CH:22]=1)#[N:2].CCN(C(C)C)C(C)C.[C:37](Cl)(=[O:39])[CH3:38]. (2) Given the product [CH:11]1([C:10]2[C:9]3[C:4](=[CH:5][C:6]([C:17]([O:19][CH3:20])=[O:18])=[CH:7][CH:8]=3)[N:3]([CH2:21][CH:22]3[O:26][CH2:25][CH2:24][O:23]3)[C:2]=2[C:36]2[CH:37]=[CH:38][CH:39]=[CH:40][C:35]=2[CH:33]=[O:34])[CH2:16][CH2:15][CH2:14][CH2:13][CH2:12]1, predict the reactants needed to synthesize it. The reactants are: Br[C:2]1[N:3]([CH2:21][CH:22]2[O:26][CH2:25][CH2:24][O:23]2)[C:4]2[C:9]([C:10]=1[CH:11]1[CH2:16][CH2:15][CH2:14][CH2:13][CH2:12]1)=[CH:8][CH:7]=[C:6]([C:17]([O:19][CH3:20])=[O:18])[CH:5]=2.C([O-])([O-])=O.[Na+].[Na+].[CH:33]([C:35]1[CH:40]=[CH:39][CH:38]=[CH:37][C:36]=1B(O)O)=[O:34]. (3) Given the product [Br:1][C:2]1[CH:7]=[CH:6][C:5]([CH:8]([C:14]2[CH:15]=[CH:16][C:17]([Cl:20])=[CH:18][CH:19]=2)[CH2:9][CH2:10][NH:12][CH3:13])=[CH:4][CH:3]=1, predict the reactants needed to synthesize it. The reactants are: [Br:1][C:2]1[CH:7]=[CH:6][C:5]([CH:8]([C:14]2[CH:19]=[CH:18][C:17]([Cl:20])=[CH:16][CH:15]=2)[CH2:9][C:10]([NH:12][CH3:13])=O)=[CH:4][CH:3]=1.[H-].[Al+3].[Li+].[H-].[H-].[H-].[Cl-].[Al+3].[Cl-].[Cl-]. (4) Given the product [F:31][C:32]1[CH:65]=[C:64]([NH:66][C:67]([N:69]2[CH2:73][CH2:72][N:71]([C:74]3[CH:79]=[CH:78][CH:77]=[CH:76][CH:75]=3)[C:70]2=[O:80])=[O:68])[CH:63]=[CH:62][C:33]=1[O:34][C:35]1[C:44]2[C:39](=[CH:40][C:41]([O:47][CH2:48][CH:49]3[CH2:54][CH2:53][N:52]([CH3:55])[CH2:51][CH2:50]3)=[C:42]([O:45][CH3:46])[CH:43]=2)[N:38]=[CH:37][CH:36]=1, predict the reactants needed to synthesize it. The reactants are: FC1C=C(C=CC=1OC1C2C(=CC(OCC3CCN(C)CC3)=C(OC)C=2)N=CC=1)N.[F:31][C:32]1[CH:65]=[C:64]([NH:66][C:67]([N:69]2[CH2:73][CH2:72][N:71]([C:74]3[CH:79]=[CH:78][CH:77]=[CH:76][CH:75]=3)[C:70]2=[O:80])=[O:68])[CH:63]=[CH:62][C:33]=1[O:34][C:35]1[C:44]2[C:39](=[CH:40][C:41]([O:47][CH2:48][CH:49]3[CH2:54][CH2:53][N:52]([C:55](OC(C)(C)C)=O)[CH2:51][CH2:50]3)=[C:42]([O:45][CH3:46])[CH:43]=2)[N:38]=[CH:37][CH:36]=1. (5) The reactants are: [F:1][C:2]1[CH:3]=[C:4]2[C:12](=[CH:13][CH:14]=1)[N:11]([CH2:15][C:16]1[CH:25]=[CH:24][C:19]([C:20]([O:22][CH3:23])=[O:21])=[CH:18][CH:17]=1)[C:10]1[CH2:9][CH2:8][C:7](=[CH2:26])[C:6](=[O:27])[C:5]2=1.[CH3:28][C:29]1[NH:30][CH:31]=[CH:32][N:33]=1. Given the product [F:1][C:2]1[CH:3]=[C:4]2[C:12](=[CH:13][CH:14]=1)[N:11]([CH2:15][C:16]1[CH:25]=[CH:24][C:19]([C:20]([O:22][CH3:23])=[O:21])=[CH:18][CH:17]=1)[C:10]1[CH2:9][CH2:8][CH:7]([CH2:26][N:30]3[CH:31]=[CH:32][N:33]=[C:29]3[CH3:28])[C:6](=[O:27])[C:5]2=1, predict the reactants needed to synthesize it. (6) Given the product [C:17]([O:20][CH2:21][CH2:22][CH2:23][CH2:24][O:1][C:2]1[CH:3]=[C:4]([CH:7]=[C:8]([OH:10])[CH:9]=1)[CH:5]=[O:6])(=[O:19])[CH3:18], predict the reactants needed to synthesize it. The reactants are: [OH:1][C:2]1[CH:3]=[C:4]([CH:7]=[C:8]([OH:10])[CH:9]=1)[CH:5]=[O:6].C(=O)([O-])[O-].[K+].[K+].[C:17]([O:20][CH2:21][CH2:22][CH2:23][CH2:24]Br)(=[O:19])[CH3:18].Cl.